This data is from Reaction yield outcomes from USPTO patents with 853,638 reactions. The task is: Predict the reaction yield, written as a fraction of the theoretical maximum amount of product (1.0 means a 100% yield; for example, 0.34 means a 34% yield). (1) The reactants are [Mg].[F:2][CH:3](Br)[C:4]1C=CC=C[CH:5]=1.[F:11][C:12]([F:33])([F:32])[CH2:13][N:14]1[C:19](=[O:20])[C:18](Cl)=[C:17]([C:22]2[CH:27]=[CH:26][C:25]([S:28]([CH3:31])(=[O:30])=[O:29])=[CH:24][CH:23]=2)[CH:16]=[N:15]1.N1N[C:36](=O)[CH:37]=[CH:38][CH:39]=1. The catalyst is C1COCC1.CCOCC. The product is [F:11][C:12]([F:33])([F:32])[CH2:13][N:14]1[C:19](=[O:20])[C:18]([CH2:36][C:37]2[CH:5]=[CH:4][C:3]([F:2])=[CH:39][CH:38]=2)=[C:17]([C:22]2[CH:27]=[CH:26][C:25]([S:28]([CH3:31])(=[O:30])=[O:29])=[CH:24][CH:23]=2)[CH:16]=[N:15]1. The yield is 0.280. (2) The product is [CH3:1][O:2][CH2:3][C@@H:4]([O:6][C:7]1[CH:12]=[C:11]([OH:13])[CH:10]=[C:9]([C:24]2[NH:28][C:27]([C:29]3[O:30][CH2:31][C@@H:32]([CH3:34])[N:33]=3)=[CH:26][CH:25]=2)[CH:8]=1)[CH3:5]. The yield is 0.900. The catalyst is O1CCCC1. The reactants are [CH3:1][O:2][CH2:3][C@@H:4]([O:6][C:7]1[CH:8]=[C:9]([C:24]2[NH:28][C:27]([C:29]3[O:30][CH2:31][C@@H:32]([CH3:34])[N:33]=3)=[CH:26][CH:25]=2)[CH:10]=[C:11]([O:13][Si](C(C)C)(C(C)C)C(C)C)[CH:12]=1)[CH3:5].[F-].C([N+](CCCC)(CCCC)CCCC)CCC.[Cl-].[NH4+]. (3) The reactants are [OH-].[K+].[F:3][C:4]1[CH:5]=[CH:6][C:7]([O:14][CH3:15])=[C:8]2[C:12]=1[NH:11][N:10]=[C:9]2[NH2:13].Cl[CH2:17][C:18]1[CH:19]=[C:20]([CH:23]=[CH:24][CH:25]=1)[C:21]#[N:22].O. The catalyst is CS(C)=O.ClCCl. The product is [NH2:13][C:9]1[C:8]2[C:12](=[C:4]([F:3])[CH:5]=[CH:6][C:7]=2[O:14][CH3:15])[N:11]([CH2:17][C:18]2[CH:19]=[C:20]([CH:23]=[CH:24][CH:25]=2)[C:21]#[N:22])[N:10]=1. The yield is 0.560. (4) The reactants are [CH2:1]([O:8][C:9]([N:11]1[CH2:15][CH2:14][CH2:13][C@H:12]1[C:16]1[N:17]=[C:18]2[C:23](Br)=[CH:22][CH:21]=[CH:20][N:19]2[CH:25]=1)=[O:10])[C:2]1[CH:7]=[CH:6][CH:5]=[CH:4][CH:3]=1.[F:26][C:27]([F:38])([F:37])[C:28]1[CH:33]=[CH:32][CH:31]=[CH:30][C:29]=1B(O)O.C(=O)([O-])[O-].[K+].[K+]. The catalyst is C1C=CC([P]([Pd]([P](C2C=CC=CC=2)(C2C=CC=CC=2)C2C=CC=CC=2)([P](C2C=CC=CC=2)(C2C=CC=CC=2)C2C=CC=CC=2)[P](C2C=CC=CC=2)(C2C=CC=CC=2)C2C=CC=CC=2)(C2C=CC=CC=2)C2C=CC=CC=2)=CC=1. The product is [CH2:1]([O:8][C:9]([N:11]1[CH2:15][CH2:14][CH2:13][C@H:12]1[C:16]1[N:17]=[C:18]2[C:23]([C:29]3[CH:30]=[CH:31][CH:32]=[CH:33][C:28]=3[C:27]([F:38])([F:37])[F:26])=[CH:22][CH:21]=[CH:20][N:19]2[CH:25]=1)=[O:10])[C:2]1[CH:7]=[CH:6][CH:5]=[CH:4][CH:3]=1. The yield is 0.700. (5) The reactants are Cl[C:2]1[CH:7]=[C:6]([C:8]2[CH:18]=[CH:17][C:11]3[O:12][C:13]([F:16])([F:15])[O:14][C:10]=3[CH:9]=2)[N:5]=[CH:4][N:3]=1.[CH3:19][N:20](C)C=O. The catalyst is C(OCC)(=O)C.C1C=CC([P]([Pd]([P](C2C=CC=CC=2)(C2C=CC=CC=2)C2C=CC=CC=2)([P](C2C=CC=CC=2)(C2C=CC=CC=2)C2C=CC=CC=2)[P](C2C=CC=CC=2)(C2C=CC=CC=2)C2C=CC=CC=2)(C2C=CC=CC=2)C2C=CC=CC=2)=CC=1.[C-]#N.[C-]#N.[Zn+2]. The product is [F:15][C:13]1([F:16])[O:12][C:11]2[CH:17]=[CH:18][C:8]([C:6]3[N:5]=[CH:4][N:3]=[C:2]([C:19]#[N:20])[CH:7]=3)=[CH:9][C:10]=2[O:14]1. The yield is 0.750. (6) The reactants are [CH2:1]([N:13]1[C:23]2[C:18](=[CH:19][CH:20]=[CH:21][CH:22]=2)[C:16](=O)[C:14]1=[O:15])[CH2:2][CH2:3][CH2:4][CH2:5][CH2:6][CH2:7][CH2:8][CH2:9][CH2:10][CH2:11][CH3:12].[C:24]([NH:32][NH2:33])(=[O:31])[C:25]1[CH:30]=[CH:29][CH:28]=[CH:27][CH:26]=1. No catalyst specified. The product is [CH2:1]([N:13]1[C:23]2[C:18](=[CH:19][CH:20]=[CH:21][CH:22]=2)/[C:16](=[N:33]/[NH:32][C:24](=[O:31])[C:25]2[CH:30]=[CH:29][CH:28]=[CH:27][CH:26]=2)/[C:14]1=[O:15])[CH2:2][CH2:3][CH2:4][CH2:5][CH2:6][CH2:7][CH2:8][CH2:9][CH2:10][CH2:11][CH3:12]. The yield is 1.00. (7) The reactants are [CH3:1][C:2]1([CH3:20])[C:11]2[C:6](=[CH:7][C:8]([CH:12]([CH2:15][CH2:16][CH2:17][CH2:18][CH3:19])[CH2:13][OH:14])=[CH:9][CH:10]=2)[O:5][CH2:4][CH2:3]1.Cl.[OH2:22]. No catalyst specified. The product is [CH3:1][C:2]1([CH3:20])[C:11]2[C:6](=[CH:7][C:8]([CH:12]([CH2:15][CH2:16][CH2:17][CH2:18][CH3:19])[C:13]([OH:22])=[O:14])=[CH:9][CH:10]=2)[O:5][CH2:4][CH2:3]1. The yield is 0.500.